Dataset: Reaction yield outcomes from USPTO patents with 853,638 reactions. Task: Predict the reaction yield, written as a fraction of the theoretical maximum amount of product (1.0 means a 100% yield; for example, 0.34 means a 34% yield). (1) The reactants are [NH2:1][C:2]1[CH:3]=[C:4]([CH:7]=[C:8]([NH2:18])[C:9]=1[C:10]1[C:11](F)=[N:12][CH:13]=[C:14]([CH3:16])[CH:15]=1)[C:5]#[N:6]. The catalyst is O1CCOCC1.[Cl-].[NH+]1C=CC=CC=1. The product is [NH2:1][C:2]1[CH:3]=[C:4]([C:5]#[N:6])[CH:7]=[C:8]2[C:9]=1[C:10]1[CH:15]=[C:14]([CH3:16])[CH:13]=[N:12][C:11]=1[NH:18]2. The yield is 0.870. (2) The catalyst is CC#N.CN(C=O)C.O. The yield is 0.810. The product is [CH:18]1([CH2:21][O:22][CH:23]2[CH2:28][CH2:27][N:26]([CH2:2][CH2:3][CH2:4][N:5]3[C:14]4[C:9](=[CH:10][C:11]([F:16])=[C:12]([F:15])[CH:13]=4)[CH2:8][CH2:7][C:6]3=[O:17])[CH2:25][CH2:24]2)[CH2:19][CH2:20]1. The reactants are Cl[CH2:2][CH2:3][CH2:4][N:5]1[C:14]2[C:9](=[CH:10][C:11]([F:16])=[C:12]([F:15])[CH:13]=2)[CH2:8][CH2:7][C:6]1=[O:17].[CH:18]1([CH2:21][O:22][CH:23]2[CH2:28][CH2:27][NH:26][CH2:25][CH2:24]2)[CH2:20][CH2:19]1.[Na+].[I-].C([O-])([O-])=O.[K+].[K+]. (3) The reactants are [CH2:1]([N:3]1[C:7]([C:8]2[S:16][C:15]3[C:10](=[N:11][CH:12]=[CH:13][C:14]=3[O:17][C:18]3[CH:23]=[CH:22][C:21]([N+:24]([O-])=O)=[CH:20][C:19]=3[F:27])[CH:9]=2)=[CH:6][N:5]=[CH:4]1)[CH3:2].[BH4-].[Na+]. The catalyst is CO.C1COCC1.Cl[Ni]Cl. The product is [CH2:1]([N:3]1[C:7]([C:8]2[S:16][C:15]3[C:10](=[N:11][CH:12]=[CH:13][C:14]=3[O:17][C:18]3[CH:23]=[CH:22][C:21]([NH2:24])=[CH:20][C:19]=3[F:27])[CH:9]=2)=[CH:6][N:5]=[CH:4]1)[CH3:2]. The yield is 0.710. (4) The reactants are [CH2:1]([O:8][C:9](=[O:19])[NH:10][C:11]1[CH:16]=[CH:15][C:14]([F:17])=[CH:13][C:12]=1[F:18])[C:2]1[CH:7]=[CH:6][CH:5]=[CH:4][CH:3]=1.[O:20]1CCC[CH2:21]1.C([Li])CCC.CN(C)C=O. The catalyst is O. The product is [CH2:1]([O:8][C:9](=[O:19])[NH:10][C:11]1[CH:16]=[CH:15][C:14]([F:17])=[C:13]([CH:21]=[O:20])[C:12]=1[F:18])[C:2]1[CH:3]=[CH:4][CH:5]=[CH:6][CH:7]=1. The yield is 0.710. (5) The reactants are Cl.[C:2](Cl)(=[O:9])[C:3]1[CH:8]=[CH:7][CH:6]=[N:5][CH:4]=1.C(N(CC)CC)C.ClCCl.[N:21]1([C:27]2[CH:33]=[CH:32][C:31]([C:34]([F:37])([F:36])[F:35])=[CH:30][C:28]=2[NH2:29])[CH2:26][CH2:25][CH2:24][CH2:23][CH2:22]1. The catalyst is O. The product is [N:21]1([C:27]2[CH:33]=[CH:32][C:31]([C:34]([F:36])([F:37])[F:35])=[CH:30][C:28]=2[NH:29][C:2](=[O:9])[C:3]2[CH:8]=[CH:7][CH:6]=[N:5][CH:4]=2)[CH2:22][CH2:23][CH2:24][CH2:25][CH2:26]1. The yield is 0.453. (6) The reactants are Br[CH2:2][C:3]([N:5]([C:18]1[CH:23]=[CH:22][C:21]([CH3:24])=[C:20]([CH3:25])[CH:19]=1)[CH2:6][CH2:7][C:8]1[CH:13]=[CH:12][C:11]([C:14]([F:17])([F:16])[F:15])=[CH:10][CH:9]=1)=[O:4].[N:26]1(CC(O)=O)[C:34]2[C:29](=[CH:30][CH:31]=[CH:32][CH:33]=2)[CH:28]=[N:27]1.Cl.CN(C)CCCN=C=NCC. The catalyst is ClCCl. The product is [CH3:25][C:20]1[CH:19]=[C:18]([N:5]([CH2:6][CH2:7][C:8]2[CH:13]=[CH:12][C:11]([C:14]([F:17])([F:16])[F:15])=[CH:10][CH:9]=2)[C:3](=[O:4])[CH2:2][N:26]2[C:34]3[C:29](=[CH:30][CH:31]=[CH:32][CH:33]=3)[CH:28]=[N:27]2)[CH:23]=[CH:22][C:21]=1[CH3:24]. The yield is 0.590.